Dataset: Experimentally validated miRNA-target interactions with 360,000+ pairs, plus equal number of negative samples. Task: Binary Classification. Given a miRNA mature sequence and a target amino acid sequence, predict their likelihood of interaction. (1) The miRNA is mmu-miR-384-3p with sequence AUUCCUAGAAAUUGUUCACAAU. The protein sequence of the target gene is MTELETAMGMIIDVFSRYSGSEGSTQTLTKGELKVLMEKELPGFLQSGKDKDAVDKLLKDLDANGDAQVDFSEFIVFVAAITSACHKYFEKAGLK. Result: 0 (no interaction). (2) The miRNA is hsa-miR-148b-3p with sequence UCAGUGCAUCACAGAACUUUGU. The protein sequence of the target gene is MYRDPEAASPGAPTRDVLLVSAIITVSLSVTIVLCGLCHWCQRKLGKRYKNSLETVGTPDSGRGRGEKKAIKLPAGGKAVNTAPVPGQTPHDESDRRTETRSSVSDLVNSLTSEMLMLSPGSEEDEAHEGCSRENLGRIQFSVGYNFQESTLTVKVMKAQELPAKDFSGTSDPFVKIYLLPDKKHKLETKVKRKNLNPHWNETFLFEGFPYEKVVQRVLYLQVLDYDRFSRNDPIGEVSIPLNKVDLTQMQTFWKDLKPCSDGSGSRGELLLSLCYNPSANSIIVNIIKARNLKAMDIGG.... Result: 0 (no interaction).